From a dataset of TCR-epitope binding with 47,182 pairs between 192 epitopes and 23,139 TCRs. Binary Classification. Given a T-cell receptor sequence (or CDR3 region) and an epitope sequence, predict whether binding occurs between them. (1) The epitope is ARMILMTHF. The TCR CDR3 sequence is CASSLGGGPNTEAFF. Result: 0 (the TCR does not bind to the epitope). (2) The epitope is IQYIDIGNY. The TCR CDR3 sequence is CASSLPGQGINIQYF. Result: 0 (the TCR does not bind to the epitope). (3) The epitope is FQPTNGVGY. The TCR CDR3 sequence is CASSSSGQVYEQYF. Result: 0 (the TCR does not bind to the epitope). (4) The epitope is GLCTLVAML. The TCR CDR3 sequence is CSARDRTGNGYTF. Result: 1 (the TCR binds to the epitope). (5) The epitope is GTSGSPIIDK. The TCR CDR3 sequence is CASSAGTGGGDQPQHF. Result: 1 (the TCR binds to the epitope). (6) The epitope is KRWIILGLNK. The TCR CDR3 sequence is CASRPGQGNNEQFF. Result: 1 (the TCR binds to the epitope). (7) The epitope is YLDAYNMMI. The TCR CDR3 sequence is CASSPGQGGVETQYF. Result: 0 (the TCR does not bind to the epitope).